Task: Predict the reactants needed to synthesize the given product.. Dataset: Full USPTO retrosynthesis dataset with 1.9M reactions from patents (1976-2016) (1) Given the product [Cl:3][C:21]1[N:20]=[CH:19][N:18]=[C:17]2[N:13]([C:8]3[CH:9]=[N:10][CH:11]=[CH:12][C:7]=3[CH3:6])[N:14]=[CH:15][C:16]=12, predict the reactants needed to synthesize it. The reactants are: P(Cl)(Cl)([Cl:3])=O.[CH3:6][C:7]1[CH:12]=[CH:11][N:10]=[CH:9][C:8]=1[N:13]1[C:17]2=[N:18][CH:19]=[N:20][C:21](O)=[C:16]2[CH:15]=[N:14]1. (2) The reactants are: Cl[C:2]1[CH:3]=[C:4]([C:17]2[N:22]=[C:21]([CH3:23])[N:20]=[C:19]([N:24](CC3C=CC(OC)=CC=3)CC3C=CC(OC)=CC=3)[N:18]=2)[C:5]([NH:8][C:9]2[CH:10]=[N:11][C:12]([O:15][CH3:16])=[CH:13][CH:14]=2)=[N:6][CH:7]=1.[O:43]1[CH2:48][CH:47]=[C:46](B2OC(C)(C)C(C)(C)O2)[CH2:45][CH2:44]1. Given the product [O:43]1[CH2:44][CH:45]=[C:46]([C:2]2[CH:3]=[C:4]([C:17]3[N:22]=[C:21]([CH3:23])[N:20]=[C:19]([NH2:24])[N:18]=3)[C:5]([NH:8][C:9]3[CH:10]=[N:11][C:12]([O:15][CH3:16])=[CH:13][CH:14]=3)=[N:6][CH:7]=2)[CH2:47][CH2:48]1, predict the reactants needed to synthesize it. (3) Given the product [Si:1]([O:8][C@H:9]([C:31]1[CH:40]=[CH:39][C:38]([OH:41])=[C:37]2[C:32]=1[CH:33]=[CH:34][C:35](=[O:42])[NH:36]2)[CH2:10][NH:11][CH2:12][CH2:13][CH2:14][CH2:15][C:16]1([C:17]2[CH:22]=[CH:21][C:20]([NH:23][C:24](=[O:29])[C:25]([F:27])([F:26])[F:28])=[CH:19][CH:18]=2)[S:52][CH2:51][CH2:50][S:49]1)([C:4]([CH3:6])([CH3:5])[CH3:7])([CH3:3])[CH3:2], predict the reactants needed to synthesize it. The reactants are: [Si:1]([O:8][C@H:9]([C:31]1[CH:40]=[CH:39][C:38]([OH:41])=[C:37]2[C:32]=1[CH:33]=[CH:34][C:35](=[O:42])[NH:36]2)[CH2:10][N:11](C)[CH2:12][CH2:13][CH2:14][C:15]#[C:16][C:17]1[CH:22]=[CH:21][C:20]([NH:23][C:24](=[O:29])[C:25]([F:28])([F:27])[F:26])=[CH:19][CH:18]=1)([C:4]([CH3:7])([CH3:6])[CH3:5])([CH3:3])[CH3:2].BrCCCCC1(C2C=CC(NC(=O)C(F)(F)F)=CC=2)[S:52][CH2:51][CH2:50][S:49]1. (4) Given the product [Cl:17][C:18]1[CH:23]=[C:22]([NH:24][C:6]([N:8]2[CH2:15][C:14](=[CH2:16])[CH2:13][C@H:9]2[C:10]([NH:43][C:39]2[CH:40]=[CH:41][C:42]3[N:30]([CH2:28][CH3:29])[C:31]4[C:36]([C:37]=3[CH:38]=2)=[CH:35][CH:34]=[CH:33][CH:32]=4)=[O:12])=[O:7])[CH:21]=[C:20]([Cl:27])[CH:19]=1, predict the reactants needed to synthesize it. The reactants are: C(O[C:6]([N:8]1[CH2:15][C:14](=[CH2:16])[CH2:13][C@H:9]1[C:10]([OH:12])=O)=[O:7])(C)(C)C.[Cl:17][C:18]1[CH:23]=[C:22]([N:24]=C=O)[CH:21]=[C:20]([Cl:27])[CH:19]=1.[CH2:28]([N:30]1[C:42]2[CH:41]=[CH:40][C:39]([NH2:43])=[CH:38][C:37]=2[C:36]2[C:31]1=[CH:32][CH:33]=[CH:34][CH:35]=2)[CH3:29]. (5) Given the product [Cl:10][C:6]1[C:7]2[CH:8]=[CH:33][C:31](=[O:30])[N:23]([C:22]3[CH:24]=[CH:25][C:26]([F:28])=[CH:27][C:21]=3[F:20])[C:2]=2[N:3]=[C:4]([S:11][CH3:12])[N:5]=1, predict the reactants needed to synthesize it. The reactants are: Cl[C:2]1[C:7]([CH:8]=O)=[C:6]([Cl:10])[N:5]=[C:4]([S:11][CH3:12])[N:3]=1.CCN(CC)CC.[F:20][C:21]1[CH:27]=[C:26]([F:28])[CH:25]=[CH:24][C:22]=1[NH2:23].C[O:30][C:31]([CH2:33]P(=O)(OCC(F)(F)F)OCC(F)(F)F)=O.